Predict the reaction yield, written as a fraction of the theoretical maximum amount of product (1.0 means a 100% yield; for example, 0.34 means a 34% yield). From a dataset of Reaction yield outcomes from USPTO patents with 853,638 reactions. (1) The reactants are [C:1]([O:6][CH2:7][CH3:8])(=[O:5])[C:2]#[C:3][CH3:4].C(N(CC)CC)C.[OH:16]/[N:17]=[C:18](\Cl)/[C:19]1[CH:24]=[CH:23][CH:22]=[CH:21][C:20]=1[F:25]. The catalyst is C(O)C. The product is [CH2:7]([O:6][C:1]([C:2]1[C:18]([C:19]2[CH:24]=[CH:23][CH:22]=[CH:21][C:20]=2[F:25])=[N:17][O:16][C:3]=1[CH3:4])=[O:5])[CH3:8]. The yield is 0.620. (2) The catalyst is C(Cl)(Cl)(Cl)Cl.N(C(C)(C)C#N)=NC(C)(C)C#N. The reactants are [CH2:1]([CH:3]([C:6]1[C:11]2[N:12]([CH3:16])[C:13](=[O:15])[NH:14][C:10]=2[CH:9]=[CH:8][CH:7]=1)[CH2:4][CH3:5])[CH3:2].[Cl:17]N1C(=O)CCC1=O. The yield is 0.680. The product is [Cl:17][C:9]1[C:10]2[NH:14][C:13](=[O:15])[N:12]([CH3:16])[C:11]=2[C:6]([CH:3]([CH2:4][CH3:5])[CH2:1][CH3:2])=[CH:7][CH:8]=1. (3) The reactants are [OH:1][C:2]1[CH:15]=[CH:14][C:13]2[S:12][C:11]3[C:6](=[CH:7][CH:8]=[CH:9][CH:10]=3)[C:5](=[O:16])[C:4]=2[CH:3]=1.C([O-])([O-])=O.[K+].[K+].Cl[CH2:24][CH2:25][C:26](Cl)=[O:27]. The catalyst is CC(C)=O. The product is [O:16]=[C:5]1[C:4]2[CH:3]=[C:2]([O:1][C:26](=[O:27])[CH:25]=[CH2:24])[CH:15]=[CH:14][C:13]=2[S:12][C:11]2[C:6]1=[CH:7][CH:8]=[CH:9][CH:10]=2. The yield is 0.190. (4) The reactants are Br[C:2]1[N:3]=[C:4]([O:9][CH:10]2[CH2:15][CH2:14][CH2:13][N:12]([CH3:16])[CH2:11]2)[C:5]([NH2:8])=[N:6][CH:7]=1.[N:17]1[CH:22]=[CH:21][C:20](B(O)O)=[CH:19][CH:18]=1. The yield is 0.570. No catalyst specified. The product is [CH3:16][N:12]1[CH2:13][CH2:14][CH2:15][CH:10]([O:9][C:4]2[C:5]([NH2:8])=[N:6][CH:7]=[C:2]([C:20]3[CH:21]=[CH:22][N:17]=[CH:18][CH:19]=3)[N:3]=2)[CH2:11]1. (5) The reactants are Br[C:2]1[NH:3][C:4]2[C:9]([C:10]=1[CH:11]1[CH2:16][CH2:15][CH2:14][CH2:13][CH2:12]1)=[CH:8][CH:7]=[C:6]([C:17]([O:19][CH3:20])=[O:18])[CH:5]=2.[C:21]1(B(O)O)[CH:26]=[CH:25][CH:24]=[CH:23][CH:22]=1.C([O-])([O-])=O.[Na+].[Na+]. The catalyst is COCCOC.CCO.C1C=CC([P]([Pd]([P](C2C=CC=CC=2)(C2C=CC=CC=2)C2C=CC=CC=2)([P](C2C=CC=CC=2)(C2C=CC=CC=2)C2C=CC=CC=2)[P](C2C=CC=CC=2)(C2C=CC=CC=2)C2C=CC=CC=2)(C2C=CC=CC=2)C2C=CC=CC=2)=CC=1. The product is [CH:11]1([C:10]2[C:9]3[C:4](=[CH:5][C:6]([C:17]([O:19][CH3:20])=[O:18])=[CH:7][CH:8]=3)[NH:3][C:2]=2[C:21]2[CH:26]=[CH:25][CH:24]=[CH:23][CH:22]=2)[CH2:16][CH2:15][CH2:14][CH2:13][CH2:12]1. The yield is 0.490. (6) The reactants are [OH:1][CH:2]1[CH2:7][CH2:6][CH2:5][N:4]([C:8]([O:10][C:11]([CH3:14])([CH3:13])[CH3:12])=[O:9])[CH2:3]1.CC(OI1(OC(C)=O)(OC(C)=O)OC(=O)C2C=CC=CC1=2)=O. The catalyst is C(Cl)Cl. The product is [O:1]=[C:2]1[CH2:7][CH2:6][CH2:5][N:4]([C:8]([O:10][C:11]([CH3:14])([CH3:13])[CH3:12])=[O:9])[CH2:3]1. The yield is 0.860.